This data is from NCI-60 drug combinations with 297,098 pairs across 59 cell lines. The task is: Regression. Given two drug SMILES strings and cell line genomic features, predict the synergy score measuring deviation from expected non-interaction effect. (1) Drug 1: CC1OCC2C(O1)C(C(C(O2)OC3C4COC(=O)C4C(C5=CC6=C(C=C35)OCO6)C7=CC(=C(C(=C7)OC)O)OC)O)O. Drug 2: CCCCCOC(=O)NC1=NC(=O)N(C=C1F)C2C(C(C(O2)C)O)O. Cell line: SNB-75. Synergy scores: CSS=14.5, Synergy_ZIP=-1.21, Synergy_Bliss=2.80, Synergy_Loewe=1.07, Synergy_HSA=3.71. (2) Drug 1: CC1=C(C=C(C=C1)NC(=O)C2=CC=C(C=C2)CN3CCN(CC3)C)NC4=NC=CC(=N4)C5=CN=CC=C5. Drug 2: C1CC(=O)NC(=O)C1N2C(=O)C3=CC=CC=C3C2=O. Cell line: SF-539. Synergy scores: CSS=11.1, Synergy_ZIP=-1.89, Synergy_Bliss=4.86, Synergy_Loewe=3.85, Synergy_HSA=5.96. (3) Drug 1: C(CC(=O)O)C(=O)CN.Cl. Drug 2: C(CN)CNCCSP(=O)(O)O. Cell line: CAKI-1. Synergy scores: CSS=11.8, Synergy_ZIP=-1.58, Synergy_Bliss=1.33, Synergy_Loewe=-6.40, Synergy_HSA=-1.27. (4) Drug 1: CC1=CC=C(C=C1)C2=CC(=NN2C3=CC=C(C=C3)S(=O)(=O)N)C(F)(F)F. Drug 2: CC(C)(C#N)C1=CC(=CC(=C1)CN2C=NC=N2)C(C)(C)C#N. Cell line: HCC-2998. Synergy scores: CSS=1.17, Synergy_ZIP=3.87, Synergy_Bliss=4.18, Synergy_Loewe=-1.65, Synergy_HSA=-1.58. (5) Drug 1: CC12CCC(CC1=CCC3C2CCC4(C3CC=C4C5=CN=CC=C5)C)O. Drug 2: C1C(C(OC1N2C=NC3=C(N=C(N=C32)Cl)N)CO)O. Cell line: SK-MEL-28. Synergy scores: CSS=4.75, Synergy_ZIP=-0.786, Synergy_Bliss=0.434, Synergy_Loewe=-3.54, Synergy_HSA=-2.22.